This data is from Reaction yield outcomes from USPTO patents with 853,638 reactions. The task is: Predict the reaction yield, written as a fraction of the theoretical maximum amount of product (1.0 means a 100% yield; for example, 0.34 means a 34% yield). The reactants are C[O:2][C:3]1[N:8]=[CH:7][C:6]([C:9]2[C:14]([C:15]([F:18])([F:17])[F:16])=[CH:13][CH:12]=[CH:11][N:10]=2)=[CH:5][CH:4]=1. The catalyst is Br.CC(O)=O. The yield is 0.930. The product is [F:17][C:15]([F:16])([F:18])[C:14]1[C:9]([C:6]2[CH:5]=[CH:4][C:3](=[O:2])[NH:8][CH:7]=2)=[N:10][CH:11]=[CH:12][CH:13]=1.